Dataset: Acute oral toxicity (LD50) regression data from Zhu et al.. Task: Regression/Classification. Given a drug SMILES string, predict its toxicity properties. Task type varies by dataset: regression for continuous values (e.g., LD50, hERG inhibition percentage) or binary classification for toxic/non-toxic outcomes (e.g., AMES mutagenicity, cardiotoxicity, hepatotoxicity). Dataset: ld50_zhu. (1) The rat oral LD50 is 1.17, given as -log10 of the dose in mol/kg body weight (higher means more acutely toxic). The compound is CNC=O. (2) The compound is CCN(CC)c1ccc(C=O)cc1. The rat oral LD50 is 1.44, given as -log10 of the dose in mol/kg body weight (higher means more acutely toxic). (3) The drug is C[Si](C)(C)CCCC(=O)O. The rat oral LD50 is 1.73, given as -log10 of the dose in mol/kg body weight (higher means more acutely toxic). (4) The molecule is F[Si](F)(F)c1ccccc1. The rat oral LD50 is 2.72, given as -log10 of the dose in mol/kg body weight (higher means more acutely toxic). (5) The drug is Fc1cc(Br)c2nc(C(F)(F)F)[nH]c2c1. The rat oral LD50 is 4.70, given as -log10 of the dose in mol/kg body weight (higher means more acutely toxic). (6) The drug is C1COCCO1. The rat oral LD50 is 1.32, given as -log10 of the dose in mol/kg body weight (higher means more acutely toxic).